This data is from NCI-60 drug combinations with 297,098 pairs across 59 cell lines. The task is: Regression. Given two drug SMILES strings and cell line genomic features, predict the synergy score measuring deviation from expected non-interaction effect. Drug 1: C1CCC(C1)C(CC#N)N2C=C(C=N2)C3=C4C=CNC4=NC=N3. Drug 2: C1=CC=C(C=C1)NC(=O)CCCCCCC(=O)NO. Cell line: SK-MEL-28. Synergy scores: CSS=2.95, Synergy_ZIP=-0.212, Synergy_Bliss=1.30, Synergy_Loewe=-14.3, Synergy_HSA=-2.86.